Dataset: Reaction yield outcomes from USPTO patents with 853,638 reactions. Task: Predict the reaction yield, written as a fraction of the theoretical maximum amount of product (1.0 means a 100% yield; for example, 0.34 means a 34% yield). The product is [CH2:6]([C:5]([CH3:8])([CH2:9][CH3:10])[CH2:4][CH2:3][OH:2])[CH3:7]. The catalyst is O1CCCC1. The reactants are C[O:2][C:3](=O)[CH2:4][C:5]([CH2:9][CH3:10])([CH3:8])[CH2:6][CH3:7].[H-].[H-].[H-].[H-].[Li+].[Al+3]. The yield is 1.00.